This data is from Peptide-MHC class II binding affinity with 134,281 pairs from IEDB. The task is: Regression. Given a peptide amino acid sequence and an MHC pseudo amino acid sequence, predict their binding affinity value. This is MHC class II binding data. (1) The peptide sequence is SSNLSWLSLDVSAAF. The MHC is DRB3_0101 with pseudo-sequence DRB3_0101. The binding affinity (normalized) is 0.851. (2) The peptide sequence is KKSGARSNVTFTVNQTS. The MHC is DRB1_0801 with pseudo-sequence DRB1_0801. The binding affinity (normalized) is 0.